This data is from Full USPTO retrosynthesis dataset with 1.9M reactions from patents (1976-2016). The task is: Predict the reactants needed to synthesize the given product. (1) Given the product [C:30]([N:22]([C:18]1[CH:17]=[C:16]([C:15]2[C:7]([C:1]3[CH:2]=[CH:3][CH:4]=[CH:5][CH:6]=3)=[N:8][N:9]3[CH:14]=[CH:13][CH:12]=[N:11][C:10]=23)[CH:21]=[CH:20][N:19]=1)[C:28](=[O:34])[CH3:29])(=[O:32])[CH3:31], predict the reactants needed to synthesize it. The reactants are: [C:1]1([C:7]2[C:15]([C:16]3[CH:21]=[CH:20][N:19]=[C:18]([NH2:22])[CH:17]=3)=[C:10]3[N:11]=[CH:12][CH:13]=[CH:14][N:9]3[N:8]=2)[CH:6]=[CH:5][CH:4]=[CH:3][CH:2]=1.C(N([CH2:28][CH3:29])CC)C.[C:30](Cl)(=[O:32])[CH3:31].[OH2:34]. (2) Given the product [CH3:12][CH:10]([CH3:11])[CH2:9][CH2:8][NH:7][C:5](=[O:6])[C:4]1[CH:3]=[C:2]([NH:1][C:23]([CH:17]2[CH2:22][CH2:21][CH2:20][CH2:19][CH2:18]2)=[O:24])[CH:15]=[C:14]([NH:16][C:31]([CH:30]2[CH2:38][CH2:37][CH2:36][CH2:28][CH2:29]2)=[O:32])[CH:13]=1, predict the reactants needed to synthesize it. The reactants are: [NH2:1][C:2]1[CH:3]=[C:4]([CH:13]=[C:14]([NH2:16])[CH:15]=1)[C:5]([NH:7][CH2:8][CH2:9][CH:10]([CH3:12])[CH3:11])=[O:6].[CH:17]1([C:23](Cl)=[O:24])[CH2:22][CH2:21][CH2:20][CH2:19][CH2:18]1.CN1[C:31](=[O:32])[CH2:30][CH2:29][CH2:28]1.[Li+].[Cl-].N1C=C[CH:38]=[CH:37][CH:36]=1. (3) The reactants are: [CH3:1][N:2]1[C:7](=[O:8])[CH:6]=[C:5]([C:9]2[CH:14]=[CH:13][N:12]=[CH:11][N:10]=2)[N:4]=[C:3]1[O:15][CH:16]1[CH2:21][CH2:20][N:19]([CH2:22][CH2:23][CH:24]2[CH2:29][CH2:28][NH:27][CH2:26][CH2:25]2)[CH2:18][CH2:17]1.[CH:30](=O)[C:31]1[CH:36]=[CH:35][CH:34]=[CH:33][CH:32]=1.C(O[BH-](OC(=O)C)OC(=O)C)(=O)C.[Na+]. Given the product [CH2:30]([N:27]1[CH2:26][CH2:25][CH:24]([CH2:23][CH2:22][N:19]2[CH2:18][CH2:17][CH:16]([O:15][C:3]3[N:2]([CH3:1])[C:7](=[O:8])[CH:6]=[C:5]([C:9]4[CH:14]=[CH:13][N:12]=[CH:11][N:10]=4)[N:4]=3)[CH2:21][CH2:20]2)[CH2:29][CH2:28]1)[C:31]1[CH:36]=[CH:35][CH:34]=[CH:33][CH:32]=1, predict the reactants needed to synthesize it. (4) Given the product [C:23]([C:22]1[C:13]([O:12][CH2:11][C:1]23[CH2:8][CH:7]4[CH2:9][CH:3]([CH2:4][CH:5]([CH2:6]4)[CH2:10]2)[CH2:2]3)=[CH:14][C:15]([F:26])=[C:16]([CH:21]=1)[C:17]([O:19][CH3:20])=[O:18])(=[O:25])[CH3:24], predict the reactants needed to synthesize it. The reactants are: [C:1]12([CH2:11][O:12][C:13]3[C:22]([CH:23]([OH:25])[CH3:24])=[CH:21][C:16]([C:17]([O:19][CH3:20])=[O:18])=[C:15]([F:26])[CH:14]=3)[CH2:10][CH:5]3[CH2:6][CH:7]([CH2:9][CH:3]([CH2:4]3)[CH2:2]1)[CH2:8]2.CC(OI1(OC(C)=O)(OC(C)=O)OC(=O)C2C=CC=CC1=2)=O.